Dataset: Forward reaction prediction with 1.9M reactions from USPTO patents (1976-2016). Task: Predict the product of the given reaction. Given the reactants C([N:8]([CH2:16][CH:17]1[CH2:22][NH:21][C:20](=[O:23])[CH2:19][O:18]1)CC1C=CC=CC=1)C1C=CC=CC=1, predict the reaction product. The product is: [NH2:8][CH2:16][CH:17]1[CH2:22][NH:21][C:20](=[O:23])[CH2:19][O:18]1.